This data is from Reaction yield outcomes from USPTO patents with 853,638 reactions. The task is: Predict the reaction yield, written as a fraction of the theoretical maximum amount of product (1.0 means a 100% yield; for example, 0.34 means a 34% yield). (1) The reactants are [CH3:1][C:2]1[S:3][C:4]2[CH:10]=[C:9]([S:11](Cl)(=[O:13])=[O:12])[CH:8]=[CH:7][C:5]=2[N:6]=1.[CH3:15][NH:16][CH3:17].C(N(CC)CC)C.CCCCCC. The catalyst is O1CCCC1.C(OCC)(=O)C. The product is [CH3:15][N:16]([CH3:17])[S:11]([C:9]1[CH:8]=[CH:7][C:5]2[N:6]=[C:2]([CH3:1])[S:3][C:4]=2[CH:10]=1)(=[O:13])=[O:12]. The yield is 0.930. (2) The reactants are [Br:1][C:2]1[C:3](F)=[C:4]2[C:10]([NH:11][C:12](=[O:14])[CH3:13])=[CH:9][NH:8][C:5]2=[N:6][CH:7]=1.[NH:16]1[CH2:21][CH2:20][CH2:19][C@@H:18]([NH:22][C:23](=[O:29])[O:24][C:25]([CH3:28])([CH3:27])[CH3:26])[CH2:17]1.CC#N.O. The catalyst is C(O)CCC. The yield is 0.770. The product is [C:12]([NH:11][C:10]1[C:4]2[C:5](=[N:6][CH:7]=[C:2]([Br:1])[C:3]=2[N:16]2[CH2:21][CH2:20][CH2:19][C@@H:18]([NH:22][C:23](=[O:29])[O:24][C:25]([CH3:27])([CH3:26])[CH3:28])[CH2:17]2)[NH:8][CH:9]=1)(=[O:14])[CH3:13]. (3) The catalyst is C(Cl)Cl. The product is [NH2:12][CH2:11][CH2:10][NH:9][C:5]1[CH:4]=[C:3]([O:2][CH3:1])[CH:8]=[CH:7][N:6]=1. The yield is 0.760. The reactants are [CH3:1][O:2][C:3]1[CH:8]=[CH:7][N:6]=[C:5]([NH:9][CH2:10][CH2:11][NH:12]C(=O)OC(C)(C)C)[CH:4]=1.FC(F)(F)C([O-])=O.[OH-].[Na+]. (4) The reactants are [CH3:1][N:2]1[C:6]([C:7]2[CH:19]=[N:18][C:17]3[C:16]4[C:11](=[C:12]([C:21]([O:23][CH3:24])=[O:22])[CH:13]=[CH:14][C:15]=4[F:20])[NH:10][C:9]=3[CH:8]=2)=[C:5]([CH3:25])[N:4]=[N:3]1.[C:26]1([C@@H:32]([CH:34]2[CH2:39][CH2:38][O:37][CH2:36][CH2:35]2)O)[CH:31]=[CH:30][CH:29]=[CH:28][CH:27]=1.C1(P(C2C=CC=CC=2)C2C=CC=CC=2)C=CC=CC=1.CC(OC(/N=N/C(OC(C)C)=O)=O)C. The catalyst is ClCCl. The product is [CH3:1][N:2]1[C:6]([C:7]2[CH:19]=[N:18][C:17]3[C:16]4[C:11](=[C:12]([C:21]([O:23][CH3:24])=[O:22])[CH:13]=[CH:14][C:15]=4[F:20])[N:10]([C@H:32]([C:26]4[CH:31]=[CH:30][CH:29]=[CH:28][CH:27]=4)[CH:34]4[CH2:35][CH2:36][O:37][CH2:38][CH2:39]4)[C:9]=3[CH:8]=2)=[C:5]([CH3:25])[N:4]=[N:3]1. The yield is 0.600.